Dataset: Forward reaction prediction with 1.9M reactions from USPTO patents (1976-2016). Task: Predict the product of the given reaction. (1) Given the reactants [C:9](O[C:9]([O:11][C:12]([CH3:15])([CH3:14])[CH3:13])=[O:10])([O:11][C:12]([CH3:15])([CH3:14])[CH3:13])=[O:10].[OH-].[Na+].Cl.[CH2:19]([O:22][NH2:23])[CH:20]=[CH2:21].C(Cl)Cl, predict the reaction product. The product is: [CH2:19]([O:22][NH:23][C:9](=[O:10])[O:11][C:12]([CH3:13])([CH3:14])[CH3:15])[CH:20]=[CH2:21]. (2) The product is: [CH2:7]([O:6][C:4](=[O:5])[CH:3]([C:19]1[O:18][C:17]([CH2:24][NH:25][C:26](=[O:28])[CH3:27])=[CH:21][CH:20]=1)[C:2](=[O:1])[C:9]1[CH:14]=[CH:13][CH:12]=[CH:11][CH:10]=1)[CH3:8]. Given the reactants [O:1]=[C:2]([C:9]1[CH:14]=[CH:13][CH:12]=[CH:11][CH:10]=1)[CH2:3][C:4]([O:6][CH2:7][CH3:8])=[O:5].CO[C:17]1([CH2:24][NH:25][C:26](=[O:28])[CH3:27])[CH:21]=[CH:20][CH:19](OC)[O:18]1, predict the reaction product. (3) The product is: [C:19]([C:12]1[CH:11]=[C:10]2[C:15]([C:16]3[C:17](=[O:18])[C:5]4[CH:4]=[CH:3][C:2]([O:1][S:28](=[O:30])(=[O:29])[N:27]([CH3:32])[CH3:26])=[CH:23][C:6]=4[C:7]([CH3:21])([CH3:22])[C:8]=3[NH:9]2)=[CH:14][CH:13]=1)#[N:20]. Given the reactants [OH:1][C:2]1[CH:3]=[CH:4][C:5]2[C:17](=[O:18])[C:16]3[C:15]4[C:10](=[CH:11][C:12]([C:19]#[N:20])=[CH:13][CH:14]=4)[NH:9][C:8]=3[C:7]([CH3:22])([CH3:21])[C:6]=2[CH:23]=1.[H-].[Na+].[CH3:26][N:27]([CH3:32])[S:28](Cl)(=[O:30])=[O:29].O, predict the reaction product. (4) Given the reactants [CH:1]1([C:4]([N:6]2[CH2:10][CH2:9][C@@H:8]([CH2:11][OH:12])[CH2:7]2)=[O:5])[CH2:3][CH2:2]1.C(N(CC)CC)C.[CH3:20][S:21](Cl)(=[O:23])=[O:22], predict the reaction product. The product is: [CH3:20][S:21]([O:12][CH2:11][C@@H:8]1[CH2:9][CH2:10][N:6]([C:4]([CH:1]2[CH2:2][CH2:3]2)=[O:5])[CH2:7]1)(=[O:23])=[O:22]. (5) Given the reactants [CH:1]1([N:4]2[C:13]3[C:8](=[CH:9][C:10]([F:17])=[C:11](F)[C:12]=3[O:14][CH3:15])[C:7](=[O:18])[C:6]([C:19]([O:21][CH2:22][CH3:23])=[O:20])=[C:5]2[S:24]([CH3:27])(=[O:26])=[O:25])[CH2:3][CH2:2]1.CC[N:30]([CH:34]([CH3:36])C)[CH:31]([CH3:33])C.C[N:38]([CH:40]=O)C.[CH3:42]COC(C)=O, predict the reaction product. The product is: [NH2:38][C@H:40]([C@@H:36]1[CH2:33][CH2:31][N:30]([C:11]2[C:12]([O:14][CH3:15])=[C:13]3[C:8]([C:7](=[O:18])[C:6]([C:19]([O:21][CH2:22][CH3:23])=[O:20])=[C:5]([S:24]([CH3:27])(=[O:25])=[O:26])[N:4]3[CH:1]3[CH2:2][CH2:3]3)=[CH:9][C:10]=2[F:17])[CH2:34]1)[CH3:42]. (6) Given the reactants [Cl:1][C:2]1[C:7]([N:8](C)[C:9](=O)C(C)(C)C)=[CH:6][CH:5]=[C:4]([C:16]2[S:17][C:18]3[CH:24]=[C:23]([O:25]C)[CH:22]=[CH:21][C:19]=3[N:20]=2)[N:3]=1, predict the reaction product. The product is: [Cl:1][C:2]1[N:3]=[C:4]([C:16]2[S:17][C:18]3[CH:24]=[C:23]([OH:25])[CH:22]=[CH:21][C:19]=3[N:20]=2)[CH:5]=[CH:6][C:7]=1[NH:8][CH3:9]. (7) Given the reactants [NH2:1][C:2]1[N:7]=[C:6]([OH:8])[CH:5]=[CH:4][N:3]=1.C1CCN2C(=NCCC2)CC1.[Cl:20][C:21]1[C:26]([Cl:27])=[C:25]([N+:28]([O-:30])=[O:29])[CH:24]=[CH:23][C:22]=1F.C(O)(C(F)(F)F)=O, predict the reaction product. The product is: [Cl:20][C:21]1[C:26]([Cl:27])=[C:25]([N+:28]([O-:30])=[O:29])[CH:24]=[CH:23][C:22]=1[O:8][C:6]1[CH:5]=[CH:4][N:3]=[C:2]([NH2:1])[N:7]=1. (8) Given the reactants [H-].COCCO[Al+]OCCOC.[Na+].[H-].[O:15]1[CH2:20][CH2:19][N:18]([CH2:21][C:22]#[C:23][CH2:24][OH:25])[CH2:17][CH2:16]1.O.[OH-].[Na+], predict the reaction product. The product is: [O:15]1[CH2:20][CH2:19][N:18]([CH2:21]/[CH:22]=[CH:23]/[CH2:24][OH:25])[CH2:17][CH2:16]1. (9) The product is: [C:20]1([S:19]([C:16]2[CH:17]=[CH:18][C:13]([N:4]3[N:3]=[C:2]([Br:1])[C:11]4[C:6](=[CH:7][CH:8]=[CH:9][CH:10]=4)[C:5]3=[O:12])=[CH:14][CH:15]=2)=[O:34])[CH:25]=[CH:24][CH:23]=[CH:22][CH:21]=1. Given the reactants [Br:1][C:2]1[C:11]2[C:6](=[CH:7][CH:8]=[CH:9][CH:10]=2)[C:5](=[O:12])[N:4]([C:13]2[CH:18]=[CH:17][C:16]([S:19][C:20]3[CH:25]=[CH:24][CH:23]=[CH:22][CH:21]=3)=[CH:15][CH:14]=2)[N:3]=1.C1C=C(Cl)C=C(C(OO)=[O:34])C=1, predict the reaction product. (10) Given the reactants C1(O[C:8](=[O:40])[NH:9][C:10]2[CH:15]=[C:14]([O:16][C:17]3[CH:22]=[CH:21][C:20]([NH:23][C:24]([C:26]4[C:27](=[O:39])[N:28]([C:33]5[CH:38]=[CH:37][CH:36]=[CH:35][CH:34]=5)[N:29]([CH3:32])[C:30]=4[CH3:31])=[O:25])=[CH:19][CH:18]=3)[CH:13]=[CH:12][N:11]=2)C=CC=CC=1.[CH3:41][NH:42][CH2:43][CH2:44][OH:45], predict the reaction product. The product is: [OH:45][CH2:44][CH2:43][N:42]([CH3:41])[C:8](=[O:40])[NH:9][C:10]1[CH:15]=[C:14]([O:16][C:17]2[CH:18]=[CH:19][C:20]([NH:23][C:24]([C:26]3[C:27](=[O:39])[N:28]([C:33]4[CH:34]=[CH:35][CH:36]=[CH:37][CH:38]=4)[N:29]([CH3:32])[C:30]=3[CH3:31])=[O:25])=[CH:21][CH:22]=2)[CH:13]=[CH:12][N:11]=1.